Dataset: Full USPTO retrosynthesis dataset with 1.9M reactions from patents (1976-2016). Task: Predict the reactants needed to synthesize the given product. The reactants are: Br[C:2]1[CH:7]=[CH:6][C:5]([F:8])=[CH:4][C:3]=1[N+:9]([O-])=O.[C:12]1([NH:18][C:19](=O)[CH3:20])[CH:17]=[CH:16][CH:15]=[CH:14][CH:13]=1. Given the product [F:8][C:5]1[CH:6]=[CH:7][C:2]2[N:18]([C:12]3[CH:17]=[CH:16][CH:15]=[CH:14][CH:13]=3)[C:19]([CH3:20])=[N:9][C:3]=2[CH:4]=1, predict the reactants needed to synthesize it.